This data is from Peptide-MHC class II binding affinity with 134,281 pairs from IEDB. The task is: Regression. Given a peptide amino acid sequence and an MHC pseudo amino acid sequence, predict their binding affinity value. This is MHC class II binding data. The peptide sequence is SGFLGPLLVLQAGFFLLTR. The MHC is HLA-DPA10301-DPB10402 with pseudo-sequence HLA-DPA10301-DPB10402. The binding affinity (normalized) is 0.856.